This data is from Full USPTO retrosynthesis dataset with 1.9M reactions from patents (1976-2016). The task is: Predict the reactants needed to synthesize the given product. (1) The reactants are: [NH:1]1[C:9]2[C:4](=[C:5]([CH:10]([C:14]3[CH:19]=[CH:18][CH:17]=[CH:16][CH:15]=3)[CH2:11][CH2:12][NH2:13])[CH:6]=[CH:7][CH:8]=2)[CH:3]=[CH:2]1.[ClH:20]. Given the product [ClH:20].[NH:1]1[C:9]2[C:4](=[C:5]([CH:10]([C:14]3[CH:15]=[CH:16][CH:17]=[CH:18][CH:19]=3)[CH2:11][CH2:12][NH2:13])[CH:6]=[CH:7][CH:8]=2)[CH:3]=[CH:2]1, predict the reactants needed to synthesize it. (2) Given the product [F:1][C:2]1[CH:7]=[CH:6][C:5]([CH2:8][C:9]([Cl:14])=[O:11])=[CH:4][CH:3]=1, predict the reactants needed to synthesize it. The reactants are: [F:1][C:2]1[CH:7]=[CH:6][C:5]([CH2:8][C:9]([OH:11])=O)=[CH:4][CH:3]=1.S(Cl)([Cl:14])=O. (3) Given the product [Cl:2][C:3]1[CH:8]=[CH:7][C:6]([OH:9])=[CH:5][C:4]=1[NH:10][C:11]1[C:12]2[C:19]3[CH2:20][CH2:21][N:22]([C:30](=[O:31])/[CH:29]=[CH:28]/[CH2:27][N:26]([CH3:33])[CH3:25])[CH2:23][C:18]=3[S:17][C:13]=2[N:14]=[CH:15][N:16]=1, predict the reactants needed to synthesize it. The reactants are: Cl.[Cl:2][C:3]1[CH:8]=[CH:7][C:6]([OH:9])=[CH:5][C:4]=1[NH:10][C:11]1[C:12]2[C:19]3[CH2:20][CH2:21][NH:22][CH2:23][C:18]=3[S:17][C:13]=2[N:14]=[CH:15][N:16]=1.Cl.[CH3:25][N:26]([CH3:33])[CH2:27]/[CH:28]=[CH:29]/[C:30](O)=[O:31]. (4) Given the product [C@@H:8]1([O:7][C:4]2[C:3]([CH2:31][C:32]3[CH:33]=[CH:34][C:35]([CH:38]=[C:39]4[CH2:41][CH2:40]4)=[CH:36][CH:37]=3)=[C:2]([CH3:1])[NH:6][N:5]=2)[O:25][C@H:24]([CH2:26][OH:27])[C@@H:19]([OH:20])[C@H:14]([OH:15])[C@H:9]1[OH:10], predict the reactants needed to synthesize it. The reactants are: [CH3:1][C:2]1[NH:6][N:5]=[C:4]([O:7][C@@H:8]2[O:25][C@H:24]([CH2:26][O:27]C(=O)C)[C@@H:19]([O:20]C(=O)C)[C@H:14]([O:15]C(=O)C)[C@H:9]2[O:10]C(=O)C)[C:3]=1[CH2:31][C:32]1[CH:37]=[CH:36][C:35]([CH:38]=[C:39]2[CH2:41][CH2:40]2)=[CH:34][CH:33]=1.C[O-].[Na+]. (5) The reactants are: [O:1]=[C:2]1[N:8]([CH:9]2[CH2:14][CH2:13][N:12]([C:15]([O:17][C@@H:18]([C:32]([OH:34])=O)[CH2:19][C:20]3[CH:30]=[C:29]([CH3:31])[C:23]4[NH:24][C:25]([O:27][CH3:28])=[N:26][C:22]=4[CH:21]=3)=[O:16])[CH2:11][CH2:10]2)[CH2:7][CH2:6][C:5]2[CH:35]=[CH:36][CH:37]=[CH:38][C:4]=2[NH:3]1.[NH:39]1[CH2:44][CH2:43][CH:42]([N:45]2[CH2:50][CH2:49][N:48]([CH2:51][C:52]([O:54][CH2:55][CH3:56])=[O:53])[CH2:47][CH2:46]2)[CH2:41][CH2:40]1. Given the product [O:1]=[C:2]1[N:8]([CH:9]2[CH2:10][CH2:11][N:12]([C:15]([O:17][C@H:18]([CH2:19][C:20]3[CH:30]=[C:29]([CH3:31])[C:23]4[NH:24][C:25]([O:27][CH3:28])=[N:26][C:22]=4[CH:21]=3)[C:32]([N:39]3[CH2:44][CH2:43][CH:42]([N:45]4[CH2:50][CH2:49][N:48]([CH2:51][C:52]([O:54][CH2:55][CH3:56])=[O:53])[CH2:47][CH2:46]4)[CH2:41][CH2:40]3)=[O:34])=[O:16])[CH2:13][CH2:14]2)[CH2:7][CH2:6][C:5]2[CH:35]=[CH:36][CH:37]=[CH:38][C:4]=2[NH:3]1, predict the reactants needed to synthesize it. (6) Given the product [CH2:1]([O:8][C:9](=[O:29])[NH:10][C@@H:11]1[CH2:16][CH2:15][CH2:14][CH2:13][C@H:12]1[CH2:17][N:18]([C:35]([O:34][C:30]([CH3:33])([CH3:32])[CH3:31])=[O:36])[CH2:19][CH2:20][CH2:21][C:22]1[CH:23]=[CH:24][C:25]([F:28])=[CH:26][CH:27]=1)[C:2]1[CH:7]=[CH:6][CH:5]=[CH:4][CH:3]=1, predict the reactants needed to synthesize it. The reactants are: [CH2:1]([O:8][C:9](=[O:29])[NH:10][C@@H:11]1[CH2:16][CH2:15][CH2:14][CH2:13][C@H:12]1[CH2:17][NH:18][CH2:19][CH2:20][CH2:21][C:22]1[CH:27]=[CH:26][C:25]([F:28])=[CH:24][CH:23]=1)[C:2]1[CH:7]=[CH:6][CH:5]=[CH:4][CH:3]=1.[C:30]([O:34][C:35](O[C:35]([O:34][C:30]([CH3:33])([CH3:32])[CH3:31])=[O:36])=[O:36])([CH3:33])([CH3:32])[CH3:31].C1COCC1.